Dataset: Full USPTO retrosynthesis dataset with 1.9M reactions from patents (1976-2016). Task: Predict the reactants needed to synthesize the given product. (1) Given the product [F:24][C:19]1[CH:18]=[C:17]([CH:22]=[C:21]([F:23])[CH:20]=1)[CH2:16][C:13]1[CH:14]=[C:15]2[C:10](=[CH:11][CH:12]=1)[NH:9][N:8]=[C:7]2[NH:6][C:4](=[O:5])[C:3]1[CH:25]=[CH:26][C:27]([N:29]2[CH2:30][CH2:31][N:32]([CH3:35])[CH2:33][CH2:34]2)=[CH:28][C:2]=1[NH:1][CH:39]1[CH2:40][CH2:41][O:36][CH2:37][CH2:38]1, predict the reactants needed to synthesize it. The reactants are: [NH2:1][C:2]1[CH:28]=[C:27]([N:29]2[CH2:34][CH2:33][N:32]([CH3:35])[CH2:31][CH2:30]2)[CH:26]=[CH:25][C:3]=1[C:4]([NH:6][C:7]1[C:15]2[C:10](=[CH:11][CH:12]=[C:13]([CH2:16][C:17]3[CH:22]=[C:21]([F:23])[CH:20]=[C:19]([F:24])[CH:18]=3)[CH:14]=2)[NH:9][N:8]=1)=[O:5].[O:36]1[CH2:41][CH2:40][C:39](=O)[CH2:38][CH2:37]1.FC(F)(F)C(O)=O.C(O[BH-](OC(=O)C)OC(=O)C)(=O)C.C[N+](C)(C)C. (2) Given the product [NH2:18][C:19]1[CH:27]=[CH:26][C:25]([C:28]([F:29])([F:30])[F:31])=[CH:24][C:20]=1[C:21]([NH:2][NH:1][C:3]1[CH:4]=[C:5]([C:6]#[N:7])[CH:8]=[CH:9][C:10]=1[S:11][C:12]1[CH:13]=[CH:14][CH:15]=[CH:16][CH:17]=1)=[O:22], predict the reactants needed to synthesize it. The reactants are: [NH:1]([C:3]1[CH:4]=[C:5]([CH:8]=[CH:9][C:10]=1[S:11][C:12]1[CH:17]=[CH:16][CH:15]=[CH:14][CH:13]=1)[C:6]#[N:7])[NH2:2].[NH2:18][C:19]1[CH:27]=[CH:26][C:25]([C:28]([F:31])([F:30])[F:29])=[CH:24][C:20]=1[C:21](O)=[O:22].BrC1C(C)=CC(C(NNC2C=C(Cl)C=CC=2SCC)=O)=C([N+]([O-])=O)C=1. (3) Given the product [F:31][C:2]([F:1])([F:30])[C:3]1[C:7]([CH2:8][NH2:9])=[CH:6][N:5]([CH:20]2[CH2:21][CH2:22][CH:23]([C:26]([F:27])([F:28])[F:29])[CH2:24][CH2:25]2)[N:4]=1, predict the reactants needed to synthesize it. The reactants are: [F:1][C:2]([F:31])([F:30])[C:3]1[C:7]([CH2:8][N:9]2C(=O)C3C(=CC=CC=3)C2=O)=[CH:6][N:5]([CH:20]2[CH2:25][CH2:24][CH:23]([C:26]([F:29])([F:28])[F:27])[CH2:22][CH2:21]2)[N:4]=1.NN.O. (4) Given the product [ClH:48].[C:36]([C:38]1[CH:43]=[CH:42][C:41]([C:31]2[CH:30]=[CH:29][C:28]([CH2:27][N:18]([C:19]3[N:20]=[CH:21][C:22]([CH2:25][CH3:26])=[CH:23][N:24]=3)[CH2:17][CH2:16][C:14]3[N:15]=[C:11]([S:10][C:7]([CH3:8])([CH3:9])[C:6]([OH:5])=[O:35])[S:12][CH:13]=3)=[CH:33][CH:32]=2)=[CH:40][CH:39]=1)#[N:37], predict the reactants needed to synthesize it. The reactants are: C([O:5][C:6](=[O:35])[C:7]([S:10][C:11]1[S:12][CH:13]=[C:14]([CH2:16][CH2:17][N:18]([CH2:27][C:28]2[CH:33]=[CH:32][C:31](Br)=[CH:30][CH:29]=2)[C:19]2[N:24]=[CH:23][C:22]([CH2:25][CH3:26])=[CH:21][N:20]=2)[N:15]=1)([CH3:9])[CH3:8])(C)(C)C.[C:36]([C:38]1[CH:43]=[CH:42][C:41](OB(O)O)=[CH:40][CH:39]=1)#[N:37].[ClH:48].C(OCC)(=O)C. (5) Given the product [F:24][C:12]([F:11])([F:23])[C:13]1[CH:14]=[C:15]([S:19]([NH:1][C:2]2[CH:6]=[CH:5][S:4][C:3]=2[C:7]([O:9][CH3:10])=[O:8])(=[O:20])=[O:21])[CH:16]=[CH:17][CH:18]=1, predict the reactants needed to synthesize it. The reactants are: [NH2:1][C:2]1[CH:6]=[CH:5][S:4][C:3]=1[C:7]([O:9][CH3:10])=[O:8].[F:11][C:12]([F:24])([F:23])[C:13]1[CH:14]=[C:15]([S:19](Cl)(=[O:21])=[O:20])[CH:16]=[CH:17][CH:18]=1.N1C=CC=CC=1.